Dataset: Forward reaction prediction with 1.9M reactions from USPTO patents (1976-2016). Task: Predict the product of the given reaction. Given the reactants [C:1]([NH:5][S:6]([C:9]1[C:10]([C:15]2[CH:20]=[CH:19][C:18]([NH2:21])=[C:17]([F:22])[CH:16]=2)=[CH:11][CH:12]=[CH:13][CH:14]=1)(=[O:8])=[O:7])([CH3:4])([CH3:3])[CH3:2].C(=O)(O)[O-].[Na+].[CH3:28][C:29](=[CH2:33])[C:30](Cl)=[O:31], predict the reaction product. The product is: [C:1]([NH:5][S:6]([C:9]1[CH:14]=[CH:13][CH:12]=[CH:11][C:10]=1[C:15]1[CH:20]=[CH:19][C:18]([NH:21][C:30](=[O:31])[C:29]([CH3:33])=[CH2:28])=[C:17]([F:22])[CH:16]=1)(=[O:8])=[O:7])([CH3:4])([CH3:2])[CH3:3].